This data is from Full USPTO retrosynthesis dataset with 1.9M reactions from patents (1976-2016). The task is: Predict the reactants needed to synthesize the given product. Given the product [Br:30][CH2:9][CH2:8][CH2:7][CH:1]1[CH2:6][CH2:5][CH2:4][CH2:3][CH2:2]1, predict the reactants needed to synthesize it. The reactants are: [CH:1]1([CH2:7][CH2:8][CH2:9]O)[CH2:6][CH2:5][CH2:4][CH2:3][CH2:2]1.C1(P(C2C=CC=CC=2)C2C=CC=CC=2)C=CC=CC=1.[Br:30]N1C(=O)CCC1=O.